Dataset: Forward reaction prediction with 1.9M reactions from USPTO patents (1976-2016). Task: Predict the product of the given reaction. Given the reactants [NH2:1][C:2]1[CH:7]=[CH:6][CH:5]=[CH:4][CH:3]=1.Br[CH2:9][CH2:10][OH:11].C(=O)(O)[O-].[Na+], predict the reaction product. The product is: [C:2]1([NH:1][CH2:9][CH2:10][OH:11])[CH:7]=[CH:6][CH:5]=[CH:4][CH:3]=1.